Dataset: Full USPTO retrosynthesis dataset with 1.9M reactions from patents (1976-2016). Task: Predict the reactants needed to synthesize the given product. Given the product [C:18]([O:17][C:16]([NH:15][C@@H:8]([C:9]1[CH:14]=[CH:13][CH:12]=[CH:11][CH:10]=1)[C:4]1[CH:3]=[C:2]([CH:7]=[CH:6][CH:5]=1)[O:1][CH2:30][C:31]1[O:32][CH:33]=[C:34]([C:36]([O:38][CH3:39])=[O:37])[N:35]=1)=[O:22])([CH3:19])([CH3:21])[CH3:20], predict the reactants needed to synthesize it. The reactants are: [OH:1][C:2]1[CH:3]=[C:4]([C@@H:8]([NH:15][C:16](=[O:22])[O:17][C:18]([CH3:21])([CH3:20])[CH3:19])[C:9]2[CH:14]=[CH:13][CH:12]=[CH:11][CH:10]=2)[CH:5]=[CH:6][CH:7]=1.C([O-])([O-])=O.[K+].[K+].Cl[CH2:30][C:31]1[O:32][CH:33]=[C:34]([C:36]([O:38][CH3:39])=[O:37])[N:35]=1.